This data is from Full USPTO retrosynthesis dataset with 1.9M reactions from patents (1976-2016). The task is: Predict the reactants needed to synthesize the given product. (1) Given the product [N:28]([CH2:6][C:7]1[N:8]=[N:9][C:10]([C:13]2[C:18]([F:19])=[CH:17][C:16]([O:20][CH:21]3[CH2:26][CH2:25][O:24][CH2:23][CH2:22]3)=[CH:15][C:14]=2[F:27])=[CH:11][CH:12]=1)=[N+:29]=[N-:30], predict the reactants needed to synthesize it. The reactants are: CS(O[CH2:6][C:7]1[N:8]=[N:9][C:10]([C:13]2[C:18]([F:19])=[CH:17][C:16]([O:20][CH:21]3[CH2:26][CH2:25][O:24][CH2:23][CH2:22]3)=[CH:15][C:14]=2[F:27])=[CH:11][CH:12]=1)(=O)=O.[N-:28]=[N+:29]=[N-:30].[Na+].O. (2) The reactants are: [CH3:1][O:2][C:3](=[O:28])[C:4]1[CH:9]=[C:8]([C:10](=[O:26])[C:11]2[CH:16]=[CH:15][C:14]([N:17]([C:19]3[CH:24]=[CH:23][C:22]([Cl:25])=[CH:21][CH:20]=3)[CH3:18])=[CH:13][N:12]=2)[CH:7]=[CH:6][C:5]=1Br.[CH3:29][Sn:30]([CH3:36])([CH3:35])[Sn:30]([CH3:36])([CH3:35])[CH3:29]. Given the product [CH3:1][O:2][C:3](=[O:28])[C:4]1[CH:9]=[C:8]([C:10](=[O:26])[C:11]2[CH:16]=[CH:15][C:14]([N:17]([C:19]3[CH:24]=[CH:23][C:22]([Cl:25])=[CH:21][CH:20]=3)[CH3:18])=[CH:13][N:12]=2)[CH:7]=[CH:6][C:5]=1[Sn:30]([CH3:36])([CH3:35])[CH3:29], predict the reactants needed to synthesize it. (3) Given the product [Cl:13][C:14]1[CH:21]=[C:20]([Cl:22])[CH:19]=[CH:18][C:15]=1[CH2:16][NH:17][C:2]1[C:7]([C:8]#[N:9])=[CH:6][N:5]=[C:4]2[CH:10]=[CH:11][S:12][C:3]=12, predict the reactants needed to synthesize it. The reactants are: Cl[C:2]1[C:7]([C:8]#[N:9])=[CH:6][N:5]=[C:4]2[CH:10]=[CH:11][S:12][C:3]=12.[Cl:13][C:14]1[CH:21]=[C:20]([Cl:22])[CH:19]=[CH:18][C:15]=1[CH2:16][NH2:17].C(N(CC)C(C)C)(C)C.